Dataset: Reaction yield outcomes from USPTO patents with 853,638 reactions. Task: Predict the reaction yield, written as a fraction of the theoretical maximum amount of product (1.0 means a 100% yield; for example, 0.34 means a 34% yield). The reactants are [F:1][C:2]1[CH:3]=[C:4]([NH:8][C:9]2[CH:18]=[CH:17][C:12]([C:13]([O:15]C)=[O:14])=[CH:11][CH:10]=2)[CH:5]=[CH:6][CH:7]=1.[OH-].[Na+]. The catalyst is O.O1CCOCC1. The product is [F:1][C:2]1[CH:3]=[C:4]([NH:8][C:9]2[CH:18]=[CH:17][C:12]([C:13]([OH:15])=[O:14])=[CH:11][CH:10]=2)[CH:5]=[CH:6][CH:7]=1. The yield is 0.700.